The task is: Predict the reactants needed to synthesize the given product.. This data is from Full USPTO retrosynthesis dataset with 1.9M reactions from patents (1976-2016). (1) Given the product [CH3:16][O:15][N:14]=[C:12]1[CH2:11][C@@H:10]([CH2:17][C:18]2[O:19][N:31]=[C:29]([CH3:30])[N:28]=2)[N:9]([C:7]([C:4]2[CH:3]=[CH:2][C:1]([C:21]3[CH:22]=[CH:23][CH:24]=[CH:25][CH:26]=3)=[CH:6][CH:5]=2)=[O:8])[CH2:13]1, predict the reactants needed to synthesize it. The reactants are: [C:1]1([C:21]2[CH:26]=[CH:25][CH:24]=[CH:23][CH:22]=2)[CH:6]=[CH:5][C:4]([C:7]([N:9]2[CH2:13][C:12](=[N:14][O:15][CH3:16])[CH2:11][C@H:10]2[CH2:17][C:18](O)=[O:19])=[O:8])=[CH:3][CH:2]=1.O[N:28]=[C:29]([NH2:31])[CH3:30].CC(C)N=C=NC(C)C. (2) The reactants are: [C:1]([O:5][C:6](=[O:29])[N:7]([C:14]1[N:19]=[CH:18][C:17]([CH2:20][O:21][Si](C(C)(C)C)(C)C)=[CH:16][N:15]=1)[C:8]1[CH:13]=[CH:12][CH:11]=[CH:10][CH:9]=1)([CH3:4])([CH3:3])[CH3:2].[F-].C([N+](CCCC)(CCCC)CCCC)CCC.C1COCC1. Given the product [C:1]([O:5][C:6](=[O:29])[N:7]([C:14]1[N:19]=[CH:18][C:17]([CH2:20][OH:21])=[CH:16][N:15]=1)[C:8]1[CH:13]=[CH:12][CH:11]=[CH:10][CH:9]=1)([CH3:4])([CH3:2])[CH3:3], predict the reactants needed to synthesize it. (3) Given the product [F:31][C:2]([F:1])([O:6][C:7]1[CH:8]=[CH:9][C:10]([N:13]2[CH2:18][CH2:17][N:16]([S:19](/[CH:22]=[CH:23]/[CH:25]3[CH2:30][CH2:29][O:28][CH2:27][CH2:26]3)(=[O:20])=[O:21])[CH2:15][CH2:14]2)=[CH:11][CH:12]=1)[CH:3]([F:4])[F:5], predict the reactants needed to synthesize it. The reactants are: [F:1][C:2]([F:31])([O:6][C:7]1[CH:12]=[CH:11][C:10]([N:13]2[CH2:18][CH2:17][N:16]([S:19]([CH2:22][CH:23]([CH:25]3[CH2:30][CH2:29][O:28][CH2:27][CH2:26]3)O)(=[O:21])=[O:20])[CH2:15][CH2:14]2)=[CH:9][CH:8]=1)[CH:3]([F:5])[F:4].C(N(CC)CC)C.CS(Cl)(=O)=O.O. (4) Given the product [OH:36][C:20]1[CH:21]=[CH:22][C:23]([C:24]2[C:29](=[O:30])[C:28]3[C:27](=[CH:34][C:33]([O:35][CH2:2][CH2:3][N:4]4[CH2:9][CH2:8][N:7]([C:10]5[CH:15]=[CH:14][C:13]([O:16][CH3:17])=[CH:12][CH:11]=5)[CH2:6][CH2:5]4)=[CH:32][CH:31]=3)[O:26][CH:25]=2)=[CH:18][CH:19]=1, predict the reactants needed to synthesize it. The reactants are: Cl[CH2:2][CH2:3][N:4]1[CH2:9][CH2:8][N:7]([C:10]2[CH:15]=[CH:14][C:13]([O:16][CH3:17])=[CH:12][CH:11]=2)[CH2:6][CH2:5]1.[CH:18]1[C:23]([C:24]2[C:29](=[O:30])[C:28]3[CH:31]=[CH:32][C:33]([OH:35])=[CH:34][C:27]=3[O:26][CH:25]=2)=[CH:22][CH:21]=[C:20]([OH:36])[CH:19]=1.[OH-].[K+].CO. (5) Given the product [C:10]([C@@H:9]1[CH2:13][CH2:14][CH2:15][N:8]1[C:1]([O:3][C:4]([CH3:5])([CH3:6])[CH3:7])=[O:2])(=[O:12])[CH3:16], predict the reactants needed to synthesize it. The reactants are: [C:1]([N:8]1[CH2:15][CH2:14][CH2:13][C@H:9]1[C:10]([OH:12])=O)([O:3][C:4]([CH3:7])([CH3:6])[CH3:5])=[O:2].[CH2:16](Cl)CCl.C1C=CC2N(O)N=NC=2C=1.C(N(CC)CC)C.C[Mg]Br. (6) Given the product [Cl:1][C:2]1[C:3]2[CH:10]=[C:9]([C:11]3[CH2:12][CH2:13][N:14]([C:37]([N:36]([CH3:40])[CH3:35])=[O:38])[CH2:15][CH:16]=3)[N:8]([S:17]([C:20]3[CH:25]=[CH:24][CH:23]=[CH:22][CH:21]=3)(=[O:18])=[O:19])[C:4]=2[N:5]=[CH:6][N:7]=1, predict the reactants needed to synthesize it. The reactants are: [Cl:1][C:2]1[C:3]2[CH:10]=[C:9]([C:11]3[CH2:12][CH2:13][NH:14][CH2:15][CH:16]=3)[N:8]([S:17]([C:20]3[CH:25]=[CH:24][CH:23]=[CH:22][CH:21]=3)(=[O:19])=[O:18])[C:4]=2[N:5]=[CH:6][N:7]=1.C(N(C(C)C)CC)(C)C.[CH3:35][N:36]([CH3:40])[C:37](Cl)=[O:38]. (7) Given the product [CH3:23][N:18]([C:13]1[CH:14]=[CH:15][CH:16]=[CH:17][C:12]=1[CH2:11][NH:10][C:6]1[C:5]2[N:4]([N:3]=[C:2]([NH:38][C:35]3[CH:36]=[CH:37][C:32]([CH:29]4[CH2:28][CH2:27][N:26]([CH3:25])[CH2:31][CH2:30]4)=[CH:33][CH:34]=3)[N:24]=2)[CH:9]=[CH:8][CH:7]=1)[S:19]([CH3:22])(=[O:21])=[O:20], predict the reactants needed to synthesize it. The reactants are: Cl[C:2]1[N:24]=[C:5]2[C:6]([NH:10][CH2:11][C:12]3[CH:17]=[CH:16][CH:15]=[CH:14][C:13]=3[N:18]([CH3:23])[S:19]([CH3:22])(=[O:21])=[O:20])=[CH:7][CH:8]=[CH:9][N:4]2[N:3]=1.[CH3:25][N:26]1[CH2:31][CH2:30][CH:29]([C:32]2[CH:37]=[CH:36][C:35]([NH2:38])=[CH:34][CH:33]=2)[CH2:28][CH2:27]1.C1(P(C2CCCCC2)C2C=CC=CC=2C2C=CC=CC=2P(C2CCCCC2)C2CCCCC2)CCCCC1. (8) Given the product [Cl:1][C:2]1[CH:33]=[CH:32][CH:31]=[C:30]([C:34]([F:36])([F:37])[F:35])[C:3]=1[C:4]([N:6]1[C:14]2[C:9](=[CH:10][CH:11]=[C:12]([N:15]([CH3:19])[C:16](=[O:18])[CH3:17])[CH:13]=2)[C:8]([C:20]2[CH:28]=[CH:27][C:23]([C:24]([OH:26])=[O:25])=[CH:22][C:21]=2[F:29])=[N:7]1)=[O:5], predict the reactants needed to synthesize it. The reactants are: [Cl:1][C:2]1[CH:33]=[CH:32][CH:31]=[C:30]([C:34]([F:37])([F:36])[F:35])[C:3]=1[C:4]([N:6]1[C:14]2[C:9](=[CH:10][CH:11]=[C:12]([N:15]([CH3:19])[C:16](=[O:18])[CH3:17])[CH:13]=2)[C:8]([C:20]2[CH:28]=[CH:27][C:23]([C:24]([O-:26])=[O:25])=[CH:22][C:21]=2[F:29])=[N:7]1)=[O:5].O[Li].O. (9) Given the product [CH3:1][C:22]1([C:29]([O:31][CH2:32][CH3:33])=[O:30])[CH2:23][C:24]2([O:25][CH2:26][CH2:27][O:28]2)[CH2:21]1, predict the reactants needed to synthesize it. The reactants are: [CH:1](NC(C)C)(C)C.[Li]CCCC.[Li+].CC([N-]C(C)C)C.[CH2:21]1[C:24]2([O:28][CH2:27][CH2:26][O:25]2)[CH2:23][CH:22]1[C:29]([O:31][CH2:32][CH3:33])=[O:30].CI.